This data is from Full USPTO retrosynthesis dataset with 1.9M reactions from patents (1976-2016). The task is: Predict the reactants needed to synthesize the given product. Given the product [CH3:1][S:2]([O:18][CH2:17][CH2:16][CH2:15][S:12]([CH2:11][C:10]1[CH:19]=[CH:20][C:7]([CH3:6])=[CH:8][CH:9]=1)(=[O:14])=[O:13])(=[O:4])=[O:3], predict the reactants needed to synthesize it. The reactants are: [CH3:1][S:2](Cl)(=[O:4])=[O:3].[CH3:6][C:7]1[CH:20]=[CH:19][C:10]([CH2:11][S:12]([CH2:15][CH2:16][CH2:17][OH:18])(=[O:14])=[O:13])=[CH:9][CH:8]=1.CCN(CC)CC.